Task: Predict the reactants needed to synthesize the given product.. Dataset: Full USPTO retrosynthesis dataset with 1.9M reactions from patents (1976-2016) (1) The reactants are: [CH3:1][C:2]1([CH3:34])[CH2:7][CH2:6][CH2:5][CH:4]([O:8][C:9]2[CH:14]=[CH:13][C:12]([C:15]([C:20]3[CH:21]=[CH:22][C:23]4[O:27][C:26]([C:28](O)=[O:29])=[CH:25][C:24]=4[CH:31]=3)([CH2:18][CH3:19])[CH2:16][CH3:17])=[CH:11][C:10]=2[CH3:32])[C:3]1=[O:33].[CH2:35](Cl)CCl.C1C=CC2N(O)N=NC=2C=1.C(N(CC)CC)C.Cl.C[O:58][C:59](=[O:65])[C@H:60]([CH:62]([CH3:64])[CH3:63])[NH2:61]. Given the product [CH3:1][C:2]1([CH3:34])[CH2:7][CH2:6][CH2:5][CH:4]([O:8][C:9]2[CH:14]=[CH:13][C:12]([C:15]([C:20]3[CH:21]=[CH:22][C:23]4[O:27][C:26]([C:28]([N:61]([CH3:35])[CH:60]([CH:62]([CH3:64])[CH3:63])[C:59]([OH:58])=[O:65])=[O:29])=[CH:25][C:24]=4[CH:31]=3)([CH2:18][CH3:19])[CH2:16][CH3:17])=[CH:11][C:10]=2[CH3:32])[C:3]1=[O:33], predict the reactants needed to synthesize it. (2) Given the product [CH3:5][C:6]1[O:10][N:9]=[C:8]([C:11]2[CH:16]=[CH:15][CH:14]=[CH:13][CH:12]=2)[C:7]=1[C:17]1[N:18]=[CH:19][N:20]([C:22]2[CH:30]=[CH:29][CH:28]=[CH:27][C:23]=2[C:24]([NH:4][CH2:1][C:2]#[CH:3])=[O:26])[CH:21]=1, predict the reactants needed to synthesize it. The reactants are: [CH2:1]([NH2:4])[C:2]#[CH:3].[CH3:5][C:6]1[O:10][N:9]=[C:8]([C:11]2[CH:16]=[CH:15][CH:14]=[CH:13][CH:12]=2)[C:7]=1[C:17]1[N:18]=[CH:19][N:20]([C:22]2[CH:30]=[CH:29][CH:28]=[CH:27][C:23]=2[C:24]([OH:26])=O)[CH:21]=1. (3) Given the product [C:24]([O:28][C:29]([NH:31][C@H:32]([C:34]1[CH:40]=[CH:39][C:37]([NH:38]/[C:4](=[C:11]2\[C:12](=[O:23])[NH:13][C:14]3[C:19]\2=[CH:18][C:17]([N+:20]([O-:22])=[O:21])=[CH:16][CH:15]=3)/[C:5]2[CH:10]=[CH:9][CH:8]=[CH:7][CH:6]=2)=[CH:36][CH:35]=1)[CH3:33])=[O:30])([CH3:25])([CH3:26])[CH3:27], predict the reactants needed to synthesize it. The reactants are: C(O[C:4](=[C:11]1[C:19]2[C:14](=[CH:15][CH:16]=[C:17]([N+:20]([O-:22])=[O:21])[CH:18]=2)[NH:13][C:12]1=[O:23])[C:5]1[CH:10]=[CH:9][CH:8]=[CH:7][CH:6]=1)C.[C:24]([O:28][C:29]([NH:31][C@H:32]([C:34]1[CH:40]=[CH:39][C:37]([NH2:38])=[CH:36][CH:35]=1)[CH3:33])=[O:30])([CH3:27])([CH3:26])[CH3:25]. (4) Given the product [CH3:48][N:49]1[CH2:53][CH2:52][CH2:51][C@@H:50]1[CH2:54][O:55][C:22]1[CH:23]=[C:24]2[C:19](=[CH:20][CH:21]=1)[CH:18]=[C:17]([C:6]1[C:5]3[C:9](=[CH:10][CH:2]=[C:3]([C:27]#[N:28])[CH:4]=3)[N:8]([CH:11]3[CH2:16][CH2:15][CH2:14][CH2:13][O:12]3)[N:7]=1)[CH:26]=[CH:25]2, predict the reactants needed to synthesize it. The reactants are: O[C:2]1[CH:10]=[C:9]2[C:5]([C:6]([C:17]3[CH:26]=[CH:25][C:24]4[C:19](=[CH:20][CH:21]=[CH:22][CH:23]=4)[CH:18]=3)=[N:7][N:8]2[CH:11]2[CH2:16][CH2:15][CH2:14][CH2:13][O:12]2)=[CH:4][C:3]=1[C:27]#[N:28].C1(P(C2C=CC=CC=2)C2C=CC=CC=2)C=CC=CC=1.[CH3:48][N:49]1[CH2:53][CH2:52][CH2:51][C@@H:50]1[CH2:54][OH:55].CC(OC(/N=N/C(OC(C)C)=O)=O)C. (5) The reactants are: [CH2:1]([C:3]1[CH:4]=[N:5][C:6]([C:9]#[C:10][C:11]2[CH:16]=[CH:15][CH:14]=[CH:13][CH:12]=2)=[N:7][CH:8]=1)[CH3:2].[ClH:17]. Given the product [ClH:17].[CH2:1]([C:3]1[CH:8]=[N:7][C:6]([C:9]#[C:10][C:11]2[CH:16]=[CH:15][CH:14]=[CH:13][CH:12]=2)=[N:5][CH:4]=1)[CH3:2], predict the reactants needed to synthesize it. (6) Given the product [F:15][C:16]1[CH:23]=[CH:22][C:21]([O:24][CH3:25])=[CH:20][C:17]=1[C:18]1[NH:1][N:2]=[C:3]([C:5]2[CH:10]=[CH:9][C:8]([C:11]([F:12])([F:13])[F:14])=[CH:7][N:6]=2)[N:4]=1, predict the reactants needed to synthesize it. The reactants are: [NH2:1][NH:2][C:3]([C:5]1[CH:10]=[CH:9][C:8]([C:11]([F:14])([F:13])[F:12])=[CH:7][N:6]=1)=[NH:4].[F:15][C:16]1[CH:23]=[CH:22][C:21]([O:24][CH3:25])=[CH:20][C:17]=1[CH:18]=O.